This data is from Catalyst prediction with 721,799 reactions and 888 catalyst types from USPTO. The task is: Predict which catalyst facilitates the given reaction. Reactant: O1CCC[CH2:2]1.[OH:6][C:7]1[C:8]([CH:17]2[C:25]3[C:20](=[CH:21][CH:22]=[CH:23][CH:24]=3)[NH:19][C:18]2=[O:26])=[CH:9][C:10]2[O:15][CH2:14][CH2:13][O:12][C:11]=2[CH:16]=1.C(=O)([O-])[O-].[Cs+].[Cs+].ClCI. Product: [NH:19]1[C:20]2[C:25](=[CH:24][CH:23]=[CH:22][CH:21]=2)[C:17]2([C:8]3[C:7](=[CH:16][C:11]4[O:12][CH2:13][CH2:14][O:15][C:10]=4[CH:9]=3)[O:6][CH2:2]2)[C:18]1=[O:26]. The catalyst class is: 9.